Dataset: Full USPTO retrosynthesis dataset with 1.9M reactions from patents (1976-2016). Task: Predict the reactants needed to synthesize the given product. (1) Given the product [CH2:37]([NH:39][CH2:1][C:3]1[CH:8]=[CH:7][N:6]2[C:9]([C:12]3[CH:21]=[CH:20][C:19]4[C:14](=[C:15]([N:22]5[CH2:27][CH2:26][CH:25]([CH2:28][NH:29][C:30](=[O:36])[O:31][C:32]([CH3:34])([CH3:35])[CH3:33])[CH2:24][CH2:23]5)[CH:16]=[CH:17][CH:18]=4)[N:13]=3)=[N:10][N:11]=[C:5]2[CH:4]=1)[CH3:38], predict the reactants needed to synthesize it. The reactants are: [CH:1]([C:3]1[CH:8]=[CH:7][N:6]2[C:9]([C:12]3[CH:21]=[CH:20][C:19]4[C:14](=[C:15]([N:22]5[CH2:27][CH2:26][CH:25]([CH2:28][NH:29][C:30](=[O:36])[O:31][C:32]([CH3:35])([CH3:34])[CH3:33])[CH2:24][CH2:23]5)[CH:16]=[CH:17][CH:18]=4)[N:13]=3)=[N:10][N:11]=[C:5]2[CH:4]=1)=O.[CH2:37]([NH2:39])[CH3:38].CC(O)=O.[BH-](OC(C)=O)(OC(C)=O)OC(C)=O.[Na+]. (2) Given the product [O:1]=[C:2]([N:23]1[CH2:28][CH2:27][N:26]2[C:29]([C:32]([F:33])([F:34])[F:35])=[N:30][C:31]([Br:36])=[C:25]2[CH2:24]1)[CH2:3][C@H:4]([NH:15][C:16](=[O:22])[O:17][C:18]([CH3:21])([CH3:20])[CH3:19])[CH2:5][C:6]1[CH:11]=[C:10]([F:12])[C:9]([F:13])=[CH:8][C:7]=1[F:14], predict the reactants needed to synthesize it. The reactants are: [O:1]=[C:2]([N:23]1[CH2:28][CH2:27][N:26]2[C:29]([C:32]([F:35])([F:34])[F:33])=[N:30][CH:31]=[C:25]2[CH2:24]1)[CH2:3][C@H:4]([NH:15][C:16](=[O:22])[O:17][C:18]([CH3:21])([CH3:20])[CH3:19])[CH2:5][C:6]1[CH:11]=[C:10]([F:12])[C:9]([F:13])=[CH:8][C:7]=1[F:14].[Br:36]N1C(=O)CCC1=O.C(=O)([O-])[O-].[K+].[K+].C(OC(OC(C)(C)C)=O)(OC(C)(C)C)=O.